Dataset: Forward reaction prediction with 1.9M reactions from USPTO patents (1976-2016). Task: Predict the product of the given reaction. (1) Given the reactants CC1(C)C(C)(C)OB([C:9]2[CH:24]=[CH:23][C:12]([O:13][CH2:14][C:15]3[CH:16]=[CH:17][C:18]([C:21]#[N:22])=[N:19][CH:20]=3)=[CH:11][CH:10]=2)O1.Br[C:27]1[N:32]2[N:33]=[C:34]([NH:36][C:37]([CH:39]3[CH2:41][CH2:40]3)=[O:38])[N:35]=[C:31]2[CH:30]=[CH:29][CH:28]=1.C([O-])([O-])=O.[K+].[K+], predict the reaction product. The product is: [C:21]([C:18]1[N:19]=[CH:20][C:15]([CH2:14][O:13][C:12]2[CH:11]=[CH:10][C:9]([C:27]3[N:32]4[N:33]=[C:34]([NH:36][C:37]([CH:39]5[CH2:40][CH2:41]5)=[O:38])[N:35]=[C:31]4[CH:30]=[CH:29][CH:28]=3)=[CH:24][CH:23]=2)=[CH:16][CH:17]=1)#[N:22]. (2) Given the reactants [Cl:1][CH:2]1[CH:12]=[CH:11][CH:5]2[C:6]([O:8][C:9](=[O:10])[CH:4]2[CH2:3]1)=O.[NH2:13][C:14]1[CH:19]=[CH:18][CH:17]=[CH:16][N:15]=1, predict the reaction product. The product is: [N:15]1[CH:16]=[CH:17][CH:18]=[CH:19][C:14]=1[N:13]1[C:9](=[O:10])[CH:4]2[CH2:3][CH:2]([Cl:1])[CH:12]=[CH:11][CH:5]2[C:6]1=[O:8]. (3) Given the reactants [OH:1][C:2]1[CH:13]=[CH:12][C:5]2[CH2:6][CH2:7][CH2:8][CH2:9][C:10](=[O:11])[C:4]=2[CH:3]=1.[C:14](=O)([O-])[O-].[K+].[K+].IC, predict the reaction product. The product is: [CH3:14][O:1][C:2]1[CH:13]=[CH:12][C:5]2[CH2:6][CH2:7][CH2:8][CH2:9][C:10](=[O:11])[C:4]=2[CH:3]=1.